Dataset: Catalyst prediction with 721,799 reactions and 888 catalyst types from USPTO. Task: Predict which catalyst facilitates the given reaction. (1) Reactant: Br[C:2]1[CH:3]=[C:4]([CH2:9][NH:10][C:11]([C:13]2[CH:18]=[CH:17][CH:16]=[C:15]([C:19]([NH:21][CH2:22][C:23]3[C:24]([NH:36][CH:37]4[CH2:42][CH2:41][O:40][CH2:39][CH2:38]4)=[C:25]4[CH:33]=[N:32][N:31]([CH2:34][CH3:35])[C:26]4=[N:27][C:28]=3[CH2:29][CH3:30])=[O:20])[CH:14]=2)=[O:12])[CH:5]=[C:6]([Cl:8])[CH:7]=1.[CH:43]([C:45]1[CH:46]=[C:47](B(O)O)[CH:48]=[CH:49][CH:50]=1)=[O:44].C(=O)([O-])[O-].[K+].[K+].O1CCOCC1. Product: [Cl:8][C:6]1[CH:5]=[C:4]([CH2:9][NH:10][C:11]([C:13]2[CH:18]=[CH:17][CH:16]=[C:15]([C:19]([NH:21][CH2:22][C:23]3[C:24]([NH:36][CH:37]4[CH2:42][CH2:41][O:40][CH2:39][CH2:38]4)=[C:25]4[CH:33]=[N:32][N:31]([CH2:34][CH3:35])[C:26]4=[N:27][C:28]=3[CH2:29][CH3:30])=[O:20])[CH:14]=2)=[O:12])[CH:3]=[C:2]([C:49]2[CH:48]=[CH:47][CH:46]=[C:45]([CH:43]=[O:44])[CH:50]=2)[CH:7]=1. The catalyst class is: 103. (2) Reactant: [CH2:1]([N:8]1[CH2:13][CH2:12][C:11](=[O:14])[CH:10]([C:15]([C:28]2[CH:33]=[CH:32][CH:31]=[CH:30][CH:29]=2)([C:22]2[CH:27]=[CH:26][CH:25]=[CH:24][CH:23]=2)[O:16][SiH2:17][C:18]([CH3:21])([CH3:20])[CH3:19])[CH2:9]1)[C:2]1[CH:7]=[CH:6][CH:5]=[CH:4][CH:3]=1.[C:34]1([C:40]2[CH:45]=[CH:44][C:43]([Mg]Cl)=[CH:42][CH:41]=2)[CH:39]=[CH:38][CH:37]=[CH:36][CH:35]=1. Product: [CH2:1]([N:8]1[CH2:13][CH2:12][C:11]([C:43]2[CH:44]=[CH:45][C:40]([C:34]3[CH:39]=[CH:38][CH:37]=[CH:36][CH:35]=3)=[CH:41][CH:42]=2)([OH:14])[CH:10]([C:15]([C:28]2[CH:29]=[CH:30][CH:31]=[CH:32][CH:33]=2)([C:22]2[CH:23]=[CH:24][CH:25]=[CH:26][CH:27]=2)[O:16][SiH2:17][C:18]([CH3:21])([CH3:20])[CH3:19])[CH2:9]1)[C:2]1[CH:3]=[CH:4][CH:5]=[CH:6][CH:7]=1. The catalyst class is: 385.